Dataset: Catalyst prediction with 721,799 reactions and 888 catalyst types from USPTO. Task: Predict which catalyst facilitates the given reaction. (1) Reactant: C(O[CH:5]1[CH2:10][CH2:9][CH2:8][CH2:7][O:6]1)C#C.C([Li])CCC.C(Cl)(=[O:18])C.[O:20]1[CH2:24][CH2:23][CH2:22][CH2:21]1. Product: [O:6]1[CH2:7][CH2:8][CH2:9][CH2:10][CH:5]1[O:20][C:24]#[C:23][C:22](=[O:18])[CH3:21]. The catalyst class is: 530. (2) Reactant: [Br:1]Br.[CH3:3][NH:4][C:5](=[O:23])[C:6]1[CH:11]=[CH:10][C:9]([C:12]2[N:13]=[C:14]3[CH:19]=[C:18]([CH3:20])[CH:17]=[CH:16][N:15]3[CH:21]=2)=[C:8]([CH3:22])[CH:7]=1. Product: [Br:1][C:21]1[N:15]2[CH:16]=[CH:17][C:18]([CH3:20])=[CH:19][C:14]2=[N:13][C:12]=1[C:9]1[CH:10]=[CH:11][C:6]([C:5]([NH:4][CH3:3])=[O:23])=[CH:7][C:8]=1[CH3:22]. The catalyst class is: 8. (3) Reactant: [C:1](/[C:3](=[C:9](/[NH:12][CH2:13][C:14]1[CH:19]=[CH:18][C:17]([O:20][CH3:21])=[CH:16][CH:15]=1)\SC)/[C:4]([O:6][CH2:7][CH3:8])=[O:5])#[N:2].C(N(CC)C(C)C)(C)C.Cl.[CH:32]([NH2:34])=[NH:33]. Product: [NH2:34]/[CH:32]=[N:33]/[C:9](/[NH:12][CH2:13][C:14]1[CH:19]=[CH:18][C:17]([O:20][CH3:21])=[CH:16][CH:15]=1)=[C:3](\[C:1]#[N:2])/[C:4]([O:6][CH2:7][CH3:8])=[O:5]. The catalyst class is: 8. (4) Reactant: [CH2:1]([O:3][C:4](=[O:11])[CH2:5][C:6]([O:8][CH2:9][CH3:10])=[O:7])[CH3:2].Cl[CH2:13][C:14]1[C:19]([CH2:20]Cl)=[CH:18][CH:17]=[CH:16][N:15]=1. Product: [CH2:1]([O:3][C:4]([C:5]1([C:6]([O:8][CH2:9][CH3:10])=[O:7])[CH2:13][C:14]2[N:15]=[CH:16][CH:17]=[CH:18][C:19]=2[CH2:20]1)=[O:11])[CH3:2]. The catalyst class is: 14. (5) Reactant: [CH3:1][O:2][C:3](=[O:21])[CH2:4][O:5][C:6]1[CH:11]=[CH:10][C:9]([NH:12][C:13]([O:15][C:16]([CH3:19])([CH3:18])[CH3:17])=[O:14])=[CH:8][C:7]=1[CH3:20].[H-].[Na+].[CH3:24]I.OS([O-])(=O)=O.[K+]. Product: [CH3:1][O:2][C:3](=[O:21])[CH2:4][O:5][C:6]1[CH:11]=[CH:10][C:9]([N:12]([C:13]([O:15][C:16]([CH3:17])([CH3:18])[CH3:19])=[O:14])[CH3:24])=[CH:8][C:7]=1[CH3:20]. The catalyst class is: 3.